This data is from Forward reaction prediction with 1.9M reactions from USPTO patents (1976-2016). The task is: Predict the product of the given reaction. (1) Given the reactants [F:1][C:2]1[CH:11]=[C:10]2[C:5]([C:6]([O:19][CH2:20][CH2:21][O:22]C3CCCCO3)=[C:7]([C:13]3[CH:18]=[CH:17][CH:16]=[CH:15][CH:14]=3)[NH:8][C:9]2=[O:12])=[CH:4][CH:3]=1, predict the reaction product. The product is: [F:1][C:2]1[CH:11]=[C:10]2[C:5]([C:6]([O:19][CH2:20][CH2:21][OH:22])=[C:7]([C:13]3[CH:18]=[CH:17][CH:16]=[CH:15][CH:14]=3)[NH:8][C:9]2=[O:12])=[CH:4][CH:3]=1. (2) The product is: [CH3:3][C:4]([CH3:9])([CH3:8])[CH2:5][CH2:6][C:16]([C:15]1[CH:18]=[CH:19][C:12]([C:10]#[N:11])=[CH:13][CH:14]=1)=[O:17]. Given the reactants II.[CH3:3][C:4]([CH3:9])([CH3:8])[CH2:5][CH2:6]Br.[C:10]([C:12]1[CH:19]=[CH:18][C:15]([CH:16]=[O:17])=[CH:14][CH:13]=1)#[N:11], predict the reaction product. (3) Given the reactants [Cl:1][C:2]1[CH:7]=[CH:6][C:5]([C:8]2([C:13]3[CH:14]=[CH:15][C:16]4[C:17]([CH:28]=3)=[C:18]([C:21]3[CH:26]=[CH:25][CH:24]=[C:23]([CH3:27])[CH:22]=3)[O:19][N:20]=4)[O:12][CH2:11][CH2:10][O:9]2)=[CH:4][CH:3]=1, predict the reaction product. The product is: [NH2:20][C:16]1[CH:15]=[CH:14][C:13]([C:8]2([C:5]3[CH:4]=[CH:3][C:2]([Cl:1])=[CH:7][CH:6]=3)[O:12][CH2:11][CH2:10][O:9]2)=[CH:28][C:17]=1[C:18]([C:21]1[CH:26]=[CH:25][CH:24]=[C:23]([CH3:27])[CH:22]=1)=[O:19]. (4) The product is: [Si:32]([O:31][CH2:30][C@@H:21]([O:20][Si:13]([C:16]([CH3:19])([CH3:17])[CH3:18])([CH3:15])[CH3:14])[C@H:22]([NH:23][S@:24]([C:26]([CH3:27])([CH3:28])[CH3:29])=[O:25])[CH:1]=[CH2:2])([C:35]([CH3:38])([CH3:37])[CH3:36])([CH3:33])[CH3:34]. Given the reactants [CH:1]([Mg]Br)=[CH2:2].CN(CCN(C)C)C.[Si:13]([O:20][C@H:21]([CH2:30][O:31][Si:32]([C:35]([CH3:38])([CH3:37])[CH3:36])([CH3:34])[CH3:33])/[CH:22]=[N:23]\[S@:24]([C:26]([CH3:29])([CH3:28])[CH3:27])=[O:25])([C:16]([CH3:19])([CH3:18])[CH3:17])([CH3:15])[CH3:14], predict the reaction product. (5) Given the reactants [C:1]([O:5][C:6]([N:8]1[CH:13]=[CH:12][C:11]([Cl:14])=[CH:10][CH:9]1[CH2:15][CH2:16][CH2:17][CH2:18][CH3:19])=[O:7])([CH3:4])([CH3:3])[CH3:2].[CH2:20]([Li])CCC.IC.O, predict the reaction product. The product is: [C:1]([O:5][C:6]([N:8]1[C:13]([CH3:20])=[CH:12][C:11]([Cl:14])=[CH:10][CH:9]1[CH2:15][CH2:16][CH2:17][CH2:18][CH3:19])=[O:7])([CH3:4])([CH3:3])[CH3:2]. (6) Given the reactants [Cl:1][C:2]1[CH:3]=[CH:4][CH:5]=[C:6]([NH2:11])[C:7]=1[C:8](O)=[O:9].[OH-].[Na+].[O-:14][C:15]#[N:16].[Na+].C(O)(=O)C.Cl, predict the reaction product. The product is: [Cl:1][C:2]1[CH:3]=[CH:4][CH:5]=[C:6]2[C:7]=1[C:8](=[O:9])[NH:16][C:15](=[O:14])[NH:11]2. (7) Given the reactants Br[C:2]1[CH:3]=[C:4]([CH:42]=[CH:43][CH:44]=1)[CH2:5][N:6]1[CH:10]=[C:9]([NH:11][C:12]([C:14]2[C:22]3[C:17](=[CH:18][C:19]([C:23]4[CH:24]=[N:25][N:26](C5CCCCO5)[CH:27]=4)=[CH:20][CH:21]=3)[N:16](COCC[Si](C)(C)C)[N:15]=2)=[O:13])[CH:8]=[N:7]1.[N:45]1[CH:50]=[CH:49][CH:48]=[C:47](B(O)O)[CH:46]=1.C(#N)C.C(=O)([O-])[O-].[Na+].[Na+].C([SiH](C(C)C)C(C)C)(C)C, predict the reaction product. The product is: [N:45]1[CH:50]=[CH:49][CH:48]=[C:47]([C:2]2[CH:3]=[C:4]([CH:42]=[CH:43][CH:44]=2)[CH2:5][N:6]2[CH:10]=[C:9]([NH:11][C:12]([C:14]3[C:22]4[C:17](=[CH:18][C:19]([C:23]5[CH:27]=[N:26][NH:25][CH:24]=5)=[CH:20][CH:21]=4)[NH:16][N:15]=3)=[O:13])[CH:8]=[N:7]2)[CH:46]=1.